This data is from Full USPTO retrosynthesis dataset with 1.9M reactions from patents (1976-2016). The task is: Predict the reactants needed to synthesize the given product. Given the product [ClH:1].[F:44][C:45]([F:57])([F:56])[C:6]1[C:7]2[O:13][CH2:12][CH:11]3[CH2:14][NH:15][CH2:16][CH2:17][N:10]3[C:9](=[O:18])[C:8]=2[CH:19]=[CH:4][CH:5]=1, predict the reactants needed to synthesize it. The reactants are: [ClH:1].CO[C:4]1[CH:5]=[CH:6][C:7]2[O:13][CH2:12][CH:11]3[CH2:14][NH:15][CH2:16][CH2:17][N:10]3[C:9](=[O:18])[C:8]=2[CH:19]=1.Cl.Cl.O1CCN(C2C=CC3C(=O)N4CCNCC4COC=3N=2)CC1.[F:44][C:45]([F:57])([F:56])C1C(F)=C(C=CC=1)C(O)=O.OCC1NCCN(C(OC(C)(C)C)=O)C1.